This data is from Reaction yield outcomes from USPTO patents with 853,638 reactions. The task is: Predict the reaction yield, written as a fraction of the theoretical maximum amount of product (1.0 means a 100% yield; for example, 0.34 means a 34% yield). (1) The reactants are C(Br)C1C=CC=CC=1.Br[CH2:10][C:11]1[CH:12]=[C:13]([CH:18]=[CH:19][CH:20]=1)[C:14]([O:16][CH3:17])=[O:15].[C:21]([C:24]1[S:28][C:27]([N:29]2[CH2:33][CH2:32][NH:31][C:30]2=[O:34])=[N:26][C:25]=1[CH3:35])(=[O:23])[CH3:22]. No catalyst specified. The product is [C:21]([C:24]1[S:28][C:27]([N:29]2[CH2:33][CH2:32][N:31]([CH2:10][C:11]3[CH:12]=[C:13]([CH:18]=[CH:19][CH:20]=3)[C:14]([O:16][CH3:17])=[O:15])[C:30]2=[O:34])=[N:26][C:25]=1[CH3:35])(=[O:23])[CH3:22]. The yield is 0.640. (2) The reactants are [C:1]([O:5][C:6]([NH:8][C@H:9]([CH2:21][C:22]1[CH:27]=[C:26]([F:28])[C:25]([F:29])=[CH:24][C:23]=1[F:30])[CH2:10][C:11]([N:13]1[CH2:17][CH2:16][S:15][CH:14]1[C:18]([OH:20])=O)=[O:12])=[O:7])([CH3:4])([CH3:3])[CH3:2].CCN=C=NCCCN(C)C.[NH2:42][CH2:43][C:44]1[CH:59]=[CH:58][C:47]([O:48][CH:49]([CH:55]([CH3:57])[CH3:56])[C:50]([O:52][CH2:53][CH3:54])=[O:51])=[CH:46][CH:45]=1.Cl.C(N(CC)CC)C. The catalyst is C(Cl)Cl. The product is [C:1]([O:5][C:6]([NH:8][C@H:9]([CH2:21][C:22]1[CH:27]=[C:26]([F:28])[C:25]([F:29])=[CH:24][C:23]=1[F:30])[CH2:10][C:11]([N:13]1[CH2:17][CH2:16][S:15][CH:14]1[C:18]([NH:42][CH2:43][C:44]1[CH:59]=[CH:58][C:47]([O:48][CH:49]([CH:55]([CH3:56])[CH3:57])[C:50]([O:52][CH2:53][CH3:54])=[O:51])=[CH:46][CH:45]=1)=[O:20])=[O:12])=[O:7])([CH3:3])([CH3:4])[CH3:2]. The yield is 0.820. (3) The reactants are [CH3:1][C:2]1[C:6]([CH2:7][N:8]2[CH:12]=[C:11]([N:13]3[C:17](=[O:18])[CH2:16][NH:15][C:14]3=[O:19])[CH:10]=[N:9]2)=[C:5]([CH3:20])[O:4][N:3]=1.Br[CH2:22][C:23]1[CH:28]=[CH:27][CH:26]=[CH:25][N:24]=1. No catalyst specified. The product is [CH3:1][C:2]1[C:6]([CH2:7][N:8]2[CH:12]=[C:11]([N:13]3[C:17](=[O:18])[CH2:16][N:15]([CH2:22][C:23]4[CH:28]=[CH:27][CH:26]=[CH:25][N:24]=4)[C:14]3=[O:19])[CH:10]=[N:9]2)=[C:5]([CH3:20])[O:4][N:3]=1. The yield is 0.500. (4) The reactants are [CH3:1][S:2]([C:5]1[CH:12]=[CH:11][C:8]([CH:9]=O)=[CH:7][CH:6]=1)(=[O:4])=[O:3].[NH2:13][C:14]1[N:15]=[N:16][C:17]([CH3:20])=[CH:18][CH:19]=1.C([O:23][C:24](=O)[C:25]([OH:38])=[CH:26][C:27]([C:29]1[CH:34]=[CH:33][C:32]([CH:35]([CH3:37])[CH3:36])=[CH:31][CH:30]=1)=[O:28])C. No catalyst specified. The product is [OH:38][C:25]1[C:24](=[O:23])[N:13]([C:14]2[N:15]=[N:16][C:17]([CH3:20])=[CH:18][CH:19]=2)[CH:9]([C:8]2[CH:11]=[CH:12][C:5]([S:2]([CH3:1])(=[O:4])=[O:3])=[CH:6][CH:7]=2)[C:26]=1[C:27](=[O:28])[C:29]1[CH:34]=[CH:33][C:32]([CH:35]([CH3:37])[CH3:36])=[CH:31][CH:30]=1. The yield is 0.0700. (5) The reactants are Cl.[C:2]([O:6][C:7]([C:9]1[N:14]=[C:13]([CH:15]2[CH2:20][CH2:19][N:18](C(OC(C)(C)C)=O)[CH2:17][CH2:16]2)[CH:12]=[CH:11][CH:10]=1)=[O:8])([CH3:5])([CH3:4])[CH3:3].C([O-])(O)=O.[Na+].O. The catalyst is O1CCOCC1. The product is [C:2]([O:6][C:7]([C:9]1[N:14]=[C:13]([CH:15]2[CH2:20][CH2:19][NH:18][CH2:17][CH2:16]2)[CH:12]=[CH:11][CH:10]=1)=[O:8])([CH3:5])([CH3:3])[CH3:4]. The yield is 0.710. (6) The reactants are [CH2:1]([O:8][C:9]1[C:10]([C:19]2(O)[C:27]3[C:22](=[CH:23][CH:24]=[CH:25][CH:26]=3)[N:21]([CH:28]([C:35]3[CH:40]=[CH:39][CH:38]=[CH:37][CH:36]=3)[C:29]3[CH:34]=[CH:33][CH:32]=[CH:31][CH:30]=3)[C:20]2=[O:41])=[CH:11][C:12]2[O:17][CH2:16][CH2:15][O:14][C:13]=2[CH:18]=1)[C:2]1[CH:7]=[CH:6][CH:5]=[CH:4][CH:3]=1.FC(F)(F)C(O)=O.C([SiH](CC)CC)C. The catalyst is ClCCl. The product is [CH2:1]([O:8][C:9]1[C:10]([CH:19]2[C:27]3[C:22](=[CH:23][CH:24]=[CH:25][CH:26]=3)[N:21]([CH:28]([C:35]3[CH:40]=[CH:39][CH:38]=[CH:37][CH:36]=3)[C:29]3[CH:30]=[CH:31][CH:32]=[CH:33][CH:34]=3)[C:20]2=[O:41])=[CH:11][C:12]2[O:17][CH2:16][CH2:15][O:14][C:13]=2[CH:18]=1)[C:2]1[CH:7]=[CH:6][CH:5]=[CH:4][CH:3]=1. The yield is 0.550. (7) The reactants are Cl[C:2]1[CH:11]=[C:10]2[C:5]([CH:6]=[CH:7][N:8]([C@@H:13]([CH2:17][CH3:18])[C:14]([OH:16])=[O:15])[C:9]2=[O:12])=[CH:4][CH:3]=1.[C:19]1(B(O)O)[CH:24]=[CH:23][CH:22]=[CH:21][CH:20]=1.[F-].[K+]. The catalyst is C1COCC1.Cl.C(OCC)(=O)C.C([O-])(=O)C.[Pd+2].C([O-])(=O)C.C(P(C(C)(C)C)C1C=CC=CC=1C1C=CC=CC=1)(C)(C)C. The product is [C:19]1([C:2]2[CH:11]=[C:10]3[C:5]([CH:6]=[CH:7][N:8]([C@@H:13]([CH2:17][CH3:18])[C:14]([OH:16])=[O:15])[C:9]3=[O:12])=[CH:4][CH:3]=2)[CH:24]=[CH:23][CH:22]=[CH:21][CH:20]=1. The yield is 0.660. (8) The yield is 0.950. The product is [Br:1][C:2]1[CH:3]=[C:4]([NH:10][C:11]2[CH:12]=[CH:13][C:14]([N:17]3[CH2:22][CH2:21][NH:20][CH2:19][C@H:18]3[CH3:30])=[CH:15][N:16]=2)[C:5](=[O:9])[N:6]([CH3:8])[CH:7]=1. The reactants are [Br:1][C:2]1[CH:3]=[C:4]([NH:10][C:11]2[N:16]=[CH:15][C:14]([N:17]3[CH2:22][CH2:21][N:20](C(OC(C)(C)C)=O)[CH2:19][C@H:18]3[CH3:30])=[CH:13][CH:12]=2)[C:5](=[O:9])[N:6]([CH3:8])[CH:7]=1.Cl.O1CCOCC1. The catalyst is CO. (9) The reactants are [CH3:1][NH2:2].Br[CH2:4][C:5]1[CH:15]=[CH:14][CH:13]=[C:12]([O:16][CH3:17])[C:6]=1[C:7](OCC)=[O:8]. The catalyst is CO. The product is [CH3:17][O:16][C:12]1[CH:13]=[CH:14][CH:15]=[C:5]2[C:6]=1[C:7](=[O:8])[N:2]([CH3:1])[CH2:4]2. The yield is 0.470. (10) The reactants are C([NH:5][S:6]([C:9]1[CH:14]=[CH:13][CH:12]=[C:11]([C:15]2[N:20]=[C:19]([C:21]3[CH:26]=[C:25]([CH3:27])[CH:24]=[C:23]([C:28]4[CH:33]=[CH:32][C:31]([C:34]([F:37])([F:36])[F:35])=[CH:30][CH:29]=4)[N:22]=3)[CH:18]=[CH:17][N:16]=2)[CH:10]=1)(=[O:8])=[O:7])(C)(C)C.C(O)(C(F)(F)F)=O. No catalyst specified. The product is [CH3:27][C:25]1[CH:24]=[C:23]([C:28]2[CH:33]=[CH:32][C:31]([C:34]([F:37])([F:35])[F:36])=[CH:30][CH:29]=2)[N:22]=[C:21]([C:19]2[CH:18]=[CH:17][N:16]=[C:15]([C:11]3[CH:10]=[C:9]([S:6]([NH2:5])(=[O:8])=[O:7])[CH:14]=[CH:13][CH:12]=3)[N:20]=2)[CH:26]=1. The yield is 1.00.